This data is from Catalyst prediction with 721,799 reactions and 888 catalyst types from USPTO. The task is: Predict which catalyst facilitates the given reaction. (1) Reactant: Br[C:2]1[CH:3]=[C:4]2[C:8](=[CH:9][CH:10]=1)[C:7](=[O:11])[CH2:6][CH2:5]2.[CH2:12]([Sn](CCCC)(CCCC)C=C)[CH2:13]CC. Product: [CH:12]([C:2]1[CH:3]=[C:4]2[C:8](=[CH:9][CH:10]=1)[C:7](=[O:11])[CH2:6][CH2:5]2)=[CH2:13]. The catalyst class is: 206. (2) Reactant: [NH2:1][CH2:2][CH2:3][CH2:4][O:5][CH2:6][CH2:7][O:8][CH2:9][CH2:10][O:11][CH2:12][CH2:13][CH2:14][NH:15][C:16](=[O:22])[O:17][C:18]([CH3:21])(C)C.[N:23]([CH2:26][C:27]([OH:29])=O)=[N+:24]=[N-:25].C([O-])(O)=O.[Na+].[CH2:35](Cl)[CH2:36]Cl. Product: [N:23]([CH2:26][C:27](=[O:29])[NH:1][CH2:2][CH2:3][CH2:4][O:5][CH2:6][CH2:7][O:8][CH2:9][CH2:10][O:11][CH2:12][CH2:13][CH2:14][NH:15][C:16](=[O:22])[O:17][CH2:18][CH2:21][CH2:35][CH3:36])=[N+:24]=[N-:25]. The catalyst class is: 3. (3) Reactant: [F:1][C:2]([F:24])([F:23])[S:3]([NH:6][CH2:7][CH2:8][CH2:9][CH2:10][CH2:11][NH:12][CH2:13][C:14]1[N:19]2[CH:20]=[CH:21][N:22]=[C:18]2[CH:17]=[CH:16][CH:15]=1)(=[O:5])=[O:4].[CH2:25]=O. Product: [F:24][C:2]([F:1])([F:23])[S:3]([NH:6][CH2:7][CH2:8][CH2:9][CH2:10][CH2:11][N:12]1[CH2:13][C:14]2[N:19]3[C:20](=[CH:21][N:22]=[C:18]3[CH:17]=[CH:16][CH:15]=2)[CH2:25]1)(=[O:5])=[O:4]. The catalyst class is: 15.